This data is from NCI-60 drug combinations with 297,098 pairs across 59 cell lines. The task is: Regression. Given two drug SMILES strings and cell line genomic features, predict the synergy score measuring deviation from expected non-interaction effect. (1) Drug 1: CCC1=CC2CC(C3=C(CN(C2)C1)C4=CC=CC=C4N3)(C5=C(C=C6C(=C5)C78CCN9C7C(C=CC9)(C(C(C8N6C)(C(=O)OC)O)OC(=O)C)CC)OC)C(=O)OC.C(C(C(=O)O)O)(C(=O)O)O. Drug 2: C1=NC2=C(N1)C(=S)N=CN2. Cell line: MDA-MB-435. Synergy scores: CSS=44.1, Synergy_ZIP=-9.30, Synergy_Bliss=-16.5, Synergy_Loewe=-18.9, Synergy_HSA=-12.5. (2) Drug 1: CC1=C2C(C(=O)C3(C(CC4C(C3C(C(C2(C)C)(CC1OC(=O)C(C(C5=CC=CC=C5)NC(=O)OC(C)(C)C)O)O)OC(=O)C6=CC=CC=C6)(CO4)OC(=O)C)O)C)O. Drug 2: C1CN1C2=NC(=NC(=N2)N3CC3)N4CC4. Cell line: DU-145. Synergy scores: CSS=62.5, Synergy_ZIP=-5.18, Synergy_Bliss=-3.61, Synergy_Loewe=-3.55, Synergy_HSA=-1.09. (3) Drug 1: CC1=C2C(C(=O)C3(C(CC4C(C3C(C(C2(C)C)(CC1OC(=O)C(C(C5=CC=CC=C5)NC(=O)OC(C)(C)C)O)O)OC(=O)C6=CC=CC=C6)(CO4)OC(=O)C)OC)C)OC. Drug 2: C1CCN(CC1)CCOC2=CC=C(C=C2)C(=O)C3=C(SC4=C3C=CC(=C4)O)C5=CC=C(C=C5)O. Cell line: MDA-MB-435. Synergy scores: CSS=87.9, Synergy_ZIP=20.6, Synergy_Bliss=19.7, Synergy_Loewe=-9.30, Synergy_HSA=17.8. (4) Drug 1: CN1C(=O)N2C=NC(=C2N=N1)C(=O)N. Drug 2: C1CCC(C(C1)N)N.C(=O)(C(=O)[O-])[O-].[Pt+4]. Cell line: A498. Synergy scores: CSS=27.5, Synergy_ZIP=1.67, Synergy_Bliss=3.68, Synergy_Loewe=-7.96, Synergy_HSA=3.61. (5) Drug 1: C1CN1C2=NC(=NC(=N2)N3CC3)N4CC4. Drug 2: C1=C(C(=O)NC(=O)N1)F. Cell line: NCIH23. Synergy scores: CSS=54.5, Synergy_ZIP=-2.66, Synergy_Bliss=-2.96, Synergy_Loewe=-6.23, Synergy_HSA=1.24.